From a dataset of Peptide-MHC class I binding affinity with 185,985 pairs from IEDB/IMGT. Regression. Given a peptide amino acid sequence and an MHC pseudo amino acid sequence, predict their binding affinity value. This is MHC class I binding data. The peptide sequence is ISLEAGQRF. The MHC is HLA-B57:01 with pseudo-sequence HLA-B57:01. The binding affinity (normalized) is 0.589.